The task is: Predict the reactants needed to synthesize the given product.. This data is from Full USPTO retrosynthesis dataset with 1.9M reactions from patents (1976-2016). (1) Given the product [N+:14]([C:9]1[CH:10]=[CH:11][CH:12]=[CH:13][C:8]=1[C:5]1[CH:4]=[N:3][C:2]([N:21]2[CH:22]=[CH:23][C:19]([C:18]([F:25])([F:24])[F:17])=[N:20]2)=[CH:7][N:6]=1)([O-:16])=[O:15], predict the reactants needed to synthesize it. The reactants are: Br[C:2]1[CH:7]=[N:6][C:5]([C:8]2[CH:13]=[CH:12][CH:11]=[CH:10][C:9]=2[N+:14]([O-:16])=[O:15])=[CH:4][N:3]=1.[F:17][C:18]([F:25])([F:24])[C:19]1[CH:23]=[CH:22][NH:21][N:20]=1.C(=O)([O-])[O-].[K+].[K+]. (2) Given the product [NH:30]1[C:31]2[C:27](=[CH:26][C:25]([CH:11]3[CH2:16][CH2:15][N:14]([C:17]([O:19][C:20]([CH3:23])([CH3:22])[CH3:21])=[O:18])[CH2:13][CH2:12]3)=[CH:33][CH:32]=2)[CH:28]=[N:29]1, predict the reactants needed to synthesize it. The reactants are: C[Si](Cl)(C)C.BrCCBr.I[CH:11]1[CH2:16][CH2:15][N:14]([C:17]([O:19][C:20]([CH3:23])([CH3:22])[CH3:21])=[O:18])[CH2:13][CH2:12]1.Br[C:25]1[CH:26]=[C:27]2[C:31](=[CH:32][CH:33]=1)[NH:30][N:29]=[CH:28]2. (3) Given the product [F:43][C:44]1[CH:70]=[C:69]([NH2:71])[CH:68]=[CH:67][C:45]=1[O:46][C:47]1[C:52]2=[C:53]([CH3:66])[C:54]([O:56][CH2:57][CH2:58][CH2:59][N:60]3[CH2:61][CH2:62][O:63][CH2:64][CH2:65]3)=[CH:55][N:51]2[N:50]=[CH:49][N:48]=1, predict the reactants needed to synthesize it. The reactants are: Cl.FC1C=C(C(C(NC2C=CC(F)=CC=2)=O)C(N)=O)C=CC=1OC1C2=C(C)C(OCCN3CCOCC3)=CN2N=CN=1.[F:43][C:44]1[CH:70]=[C:69]([N+:71]([O-])=O)[CH:68]=[CH:67][C:45]=1[O:46][C:47]1[C:52]2=[C:53]([CH3:66])[C:54]([O:56][CH2:57][CH2:58][CH2:59][N:60]3[CH2:65][CH2:64][O:63][CH2:62][CH2:61]3)=[CH:55][N:51]2[N:50]=[CH:49][N:48]=1. (4) Given the product [NH2:1][C:2]1[C:14]([C:15]([NH:17][C:18]2[CH:19]=[N:20][CH:21]=[CH:22][C:23]=2[CH:24]2[CH2:25][CH2:26]2)=[O:16])=[C:5]2[N:6]=[C:7]3[CH2:13][CH2:12][N:11]([CH2:34][CH2:35][O:36][CH3:37])[CH2:10][C:8]3=[CH:9][N:4]2[N:3]=1, predict the reactants needed to synthesize it. The reactants are: [NH2:1][C:2]1[C:14]([C:15]([NH:17][C:18]2[CH:19]=[N:20][CH:21]=[CH:22][C:23]=2[CH:24]2[CH2:26][CH2:25]2)=[O:16])=[C:5]2[N:6]=[C:7]3[CH2:13][CH2:12][NH:11][CH2:10][C:8]3=[CH:9][N:4]2[N:3]=1.C([O-])([O-])=O.[K+].[K+].Br[CH2:34][CH2:35][O:36][CH3:37]. (5) Given the product [CH2:35]([NH:42][C:18]([C:17]1[CH:21]=[CH:22][C:14]([CH:11]2[CH2:12][CH2:13][N:8]([C:6]([O:5][C:1]([CH3:4])([CH3:3])[CH3:2])=[O:7])[CH2:9][CH:10]2[O:23][CH2:24][C:25]2[CH:34]=[CH:33][C:32]3[C:27](=[CH:28][CH:29]=[CH:30][CH:31]=3)[CH:26]=2)=[CH:15][CH:16]=1)=[O:20])[C:36]1[CH:41]=[CH:40][CH:39]=[CH:38][CH:37]=1, predict the reactants needed to synthesize it. The reactants are: [C:1]([O:5][C:6]([N:8]1[CH2:13][CH2:12][CH:11]([C:14]2[CH:22]=[CH:21][C:17]([C:18]([OH:20])=O)=[CH:16][CH:15]=2)[CH:10]([O:23][CH2:24][C:25]2[CH:34]=[CH:33][C:32]3[C:27](=[CH:28][CH:29]=[CH:30][CH:31]=3)[CH:26]=2)[CH2:9]1)=[O:7])([CH3:4])([CH3:3])[CH3:2].[CH2:35]([NH2:42])[C:36]1[CH:41]=[CH:40][CH:39]=[CH:38][CH:37]=1.